This data is from Forward reaction prediction with 1.9M reactions from USPTO patents (1976-2016). The task is: Predict the product of the given reaction. (1) Given the reactants [CH3:1][C:2]([CH3:30])([CH3:29])[CH2:3][NH:4][C:5]([C:7]1[CH:8]=[C:9]([C:26]([OH:28])=O)[C:10]([C:13]2[CH:18]=[C:17]([C:19]([NH:21][CH2:22][CH2:23][OH:24])=[O:20])[CH:16]=[CH:15][C:14]=2[CH3:25])=[CH:11][CH:12]=1)=[O:6].C[N:32](C(ON1N=NC2C=CC=CC1=2)=[N+](C)C)C.F[P-](F)(F)(F)(F)F.CCN(CC)CC.N, predict the reaction product. The product is: [CH3:30][C:2]([CH3:1])([CH3:29])[CH2:3][NH:4][C:5]([C:7]1[CH:8]=[C:9]([C:26]([NH2:32])=[O:28])[C:10]([C:13]2[C:14]([CH3:25])=[CH:15][CH:16]=[C:17]([C:19]([NH:21][CH2:22][CH2:23][OH:24])=[O:20])[CH:18]=2)=[CH:11][CH:12]=1)=[O:6]. (2) Given the reactants [Br:1][C:2]1[C:3]2[S:11][C:10]([C:12]3[CH:17]=[CH:16][CH:15]=[CH:14][CH:13]=3)=[CH:9][C:4]=2[C:5](=O)[NH:6][CH:7]=1.C(=O)([O-])[O-].[Na+].[Na+].P(Cl)(Cl)([Cl:26])=O, predict the reaction product. The product is: [Br:1][C:2]1[C:3]2[S:11][C:10]([C:12]3[CH:17]=[CH:16][CH:15]=[CH:14][CH:13]=3)=[CH:9][C:4]=2[C:5]([Cl:26])=[N:6][CH:7]=1.